Dataset: Full USPTO retrosynthesis dataset with 1.9M reactions from patents (1976-2016). Task: Predict the reactants needed to synthesize the given product. (1) Given the product [Si:22]([O:21][C@H:11]([CH2:12][O:13][Si:14]([C:17]([CH3:20])([CH3:19])[CH3:18])([CH3:15])[CH3:16])[CH2:10][OH:9])([C:25]([CH3:28])([CH3:27])[CH3:26])([CH3:24])[CH3:23], predict the reactants needed to synthesize it. The reactants are: COC1C=CC(C([O:9][CH2:10][C@H:11]([O:21][Si:22]([C:25]([CH3:28])([CH3:27])[CH3:26])([CH3:24])[CH3:23])[CH2:12][O:13][Si:14]([C:17]([CH3:20])([CH3:19])[CH3:18])([CH3:16])[CH3:15])=O)=CC=1.CC(C[AlH]CC(C)C)C.CO.[K].[Na]. (2) Given the product [S:1]1[C:5]2[CH:6]=[C:7]([N:10]3[CH:14]=[CH:13][N:12]([C:17]4[CH:18]=[N:19][CH:20]=[CH:21][C:22]=4[CH3:23])[C:11]3=[O:15])[CH:8]=[CH:9][C:4]=2[N:3]=[CH:2]1, predict the reactants needed to synthesize it. The reactants are: [S:1]1[C:5]2[CH:6]=[C:7]([N:10]3[CH:14]=[CH:13][NH:12][C:11]3=[O:15])[CH:8]=[CH:9][C:4]=2[N:3]=[CH:2]1.I[C:17]1[CH:18]=[N:19][CH:20]=[CH:21][C:22]=1[CH3:23].N[C@@H]1CCCC[C@H]1N.P([O-])([O-])([O-])=O.[K+].[K+].[K+]. (3) Given the product [F:19][C:5]1[C:6]([NH:8][C@@H:9]2[CH2:14][CH2:13][CH2:12][N:11]([C:15](=[O:18])[CH:16]=[CH2:17])[CH2:10]2)=[N:7][C:2]([NH:42][C:38]2[CH:39]=[C:40]3[C:35](=[CH:36][CH:37]=2)[CH2:34][N:33]([C:27]2([CH3:26])[CH2:32][CH2:31][O:30][CH2:29][CH2:28]2)[CH2:41]3)=[N:3][CH:4]=1, predict the reactants needed to synthesize it. The reactants are: Cl[C:2]1[N:7]=[C:6]([NH:8][C@@H:9]2[CH2:14][CH2:13][CH2:12][N:11]([C:15](=[O:18])[CH:16]=[CH2:17])[CH2:10]2)[C:5]([F:19])=[CH:4][N:3]=1.C([O-])([O-])=O.[Cs+].[Cs+].[CH3:26][C:27]1([N:33]2[CH2:41][C:40]3[C:35](=[CH:36][CH:37]=[C:38]([NH2:42])[CH:39]=3)[CH2:34]2)[CH2:32][CH2:31][O:30][CH2:29][CH2:28]1.CN(C1C(C2C(P(C3CCCCC3)C3CCCCC3)=CC=CC=2)=CC=CC=1)C.